From a dataset of Forward reaction prediction with 1.9M reactions from USPTO patents (1976-2016). Predict the product of the given reaction. (1) Given the reactants C([O:3][C:4]([C:6]1[CH:7]=[N:8][N:9]([C:11]2[NH:15][C:14]3[CH:16]=[C:17]([Cl:28])[C:18]([S:20][CH2:21][C:22]4[CH:27]=[CH:26][CH:25]=[CH:24][CH:23]=4)=[CH:19][C:13]=3[N:12]=2)[CH:10]=1)=[O:5])C.C1COCC1.O[Li].O, predict the reaction product. The product is: [CH2:21]([S:20][C:18]1[C:17]([Cl:28])=[CH:16][C:14]2[NH:15][C:11]([N:9]3[CH:10]=[C:6]([C:4]([OH:5])=[O:3])[CH:7]=[N:8]3)=[N:12][C:13]=2[CH:19]=1)[C:22]1[CH:27]=[CH:26][CH:25]=[CH:24][CH:23]=1. (2) Given the reactants [F:1][C:2]1([F:32])[CH2:7][CH2:6][CH:5]([C@H:8]([NH:15][C:16]2[NH:17][C:18](=[O:31])[N:19]([C:23]3[CH:28]=[C:27]([F:29])[CH:26]=[C:25]([F:30])[CH:24]=3)[C:20](=[O:22])[CH:21]=2)[CH2:9][C:10]([O:12]CC)=[O:11])[CH2:4][CH2:3]1.[OH-].[Na+], predict the reaction product. The product is: [F:32][C:2]1([F:1])[CH2:7][CH2:6][CH:5]([C@H:8]([NH:15][C:16]2[NH:17][C:18](=[O:31])[N:19]([C:23]3[CH:28]=[C:27]([F:29])[CH:26]=[C:25]([F:30])[CH:24]=3)[C:20](=[O:22])[CH:21]=2)[CH2:9][C:10]([OH:12])=[O:11])[CH2:4][CH2:3]1. (3) The product is: [CH3:3][O:4][C:5]1[C:10]([I:1])=[CH:9][C:8]([C:11]2[CH:16]=[CH:15][CH:14]=[CH:13][C:12]=2[CH3:17])=[C:7]([F:18])[CH:6]=1. Given the reactants [I:1]I.[CH3:3][O:4][C:5]1[CH:10]=[CH:9][C:8]([C:11]2[CH:16]=[CH:15][CH:14]=[CH:13][C:12]=2[CH3:17])=[C:7]([F:18])[CH:6]=1, predict the reaction product. (4) Given the reactants C[O:2][C:3]([C:5]1[CH:6]=[C:7]([Cl:30])[CH:8]=[C:9]2[C:14]=1[NH:13][CH:12]([C:15]1[CH:20]=[CH:19][CH:18]=[C:17]([NH:21][C:22]([C:25]([OH:27])=[O:26])([CH3:24])[CH3:23])[CH:16]=1)[C:11]([CH3:29])([CH3:28])[CH2:10]2)=[O:4].O.[OH-].[Li+].O.Cl, predict the reaction product. The product is: [C:25]([C:22]([NH:21][C:17]1[CH:16]=[C:15]([CH:12]2[C:11]([CH3:28])([CH3:29])[CH2:10][C:9]3[C:14](=[C:5]([C:3]([OH:4])=[O:2])[CH:6]=[C:7]([Cl:30])[CH:8]=3)[NH:13]2)[CH:20]=[CH:19][CH:18]=1)([CH3:23])[CH3:24])([OH:27])=[O:26]. (5) The product is: [Cl:8][C:9]1[CH:10]=[C:11]([CH2:12][N:5]2[CH2:6][CH2:7][N:2]([CH3:1])[CH2:3][CH2:4]2)[CH:14]=[CH:15][C:16]=1[N+:17]([O-:19])=[O:18]. Given the reactants [CH3:1][N:2]1[CH2:7][CH2:6][NH:5][CH2:4][CH2:3]1.[Cl:8][C:9]1[CH:10]=[C:11]([CH:14]=[CH:15][C:16]=1[N+:17]([O-:19])=[O:18])[CH:12]=O.C(O)(=O)C.C(O[BH-](OC(=O)C)OC(=O)C)(=O)C.[Na+], predict the reaction product. (6) Given the reactants [Br:1][C:2]1[N:6]2[N:7]=[C:8](Cl)[C:9]3[N:10]([CH3:15])[CH2:11][CH2:12][O:13][C:14]=3[C:5]2=[N:4][N:3]=1.[CH:17]1([CH2:20][NH2:21])[CH2:19][CH2:18]1.[CH2:22](O)CCC, predict the reaction product. The product is: [Br:1][C:2]1[N:6]2[N:7]=[C:8]([NH:21][CH2:20][CH:17]([CH3:22])[CH2:19][CH3:18])[C:9]3[N:10]([CH3:15])[CH2:11][CH2:12][O:13][C:14]=3[C:5]2=[N:4][N:3]=1.